From a dataset of Forward reaction prediction with 1.9M reactions from USPTO patents (1976-2016). Predict the product of the given reaction. (1) Given the reactants [CH3:1][O:2][C:3]1[CH:8]=[CH:7][C:6]([N+:9]([O-])=O)=[C:5]([I:12])[CH:4]=1.C(O)(=O)C, predict the reaction product. The product is: [I:12][C:5]1[CH:4]=[C:3]([O:2][CH3:1])[CH:8]=[CH:7][C:6]=1[NH2:9]. (2) The product is: [Cl:2][C:3]1[CH:4]=[C:5]([F:13])[C:6]([O:11][CH3:12])=[C:7]2[C:8]=1[C:15]([CH3:17])([CH3:16])[CH2:14][NH:9]2. Given the reactants Cl.[Cl:2][C:3]1[CH:4]=[C:5]([F:13])[C:6]([O:11][CH3:12])=[C:7]([NH:9]N)[CH:8]=1.[CH:14](=O)[CH:15]([CH3:17])[CH3:16].OS(O)(=O)=O.[BH4-].[Na+], predict the reaction product. (3) Given the reactants [F:1][C:2]1[CH:10]=[CH:9][C:8]([C:11]([OH:13])=O)=[C:7]2[C:3]=1[CH:4]=[CH:5][NH:6]2.[C:14]([C:18]1[CH:34]=[CH:33][C:21]([CH2:22][NH:23][CH2:24][CH2:25][C:26]2[CH:31]=[CH:30][C:29]([Cl:32])=[CH:28][CH:27]=2)=[CH:20][CH:19]=1)([CH3:17])([CH3:16])[CH3:15].C(Cl)Cl.CCN=C=NCCCN(C)C.Cl, predict the reaction product. The product is: [C:14]([C:18]1[CH:34]=[CH:33][C:21]([CH2:22][N:23]([CH2:24][CH2:25][C:26]2[CH:31]=[CH:30][C:29]([Cl:32])=[CH:28][CH:27]=2)[C:11]([C:8]2[CH:9]=[CH:10][C:2]([F:1])=[C:3]3[C:7]=2[NH:6][CH:5]=[CH:4]3)=[O:13])=[CH:20][CH:19]=1)([CH3:17])([CH3:15])[CH3:16]. (4) Given the reactants [NH2:1][C:2]1[CH:6]=[CH:5][S:4][C:3]=1[C:7]([O:9][CH3:10])=[O:8].[CH2:11]([C:13]1[CH:18]=[CH:17][C:16]([S:19](Cl)(=[O:21])=[O:20])=[CH:15][CH:14]=1)[CH3:12].Cl, predict the reaction product. The product is: [CH2:11]([C:13]1[CH:14]=[CH:15][C:16]([S:19]([NH:1][C:2]2[CH:6]=[CH:5][S:4][C:3]=2[C:7]([O:9][CH3:10])=[O:8])(=[O:21])=[O:20])=[CH:17][CH:18]=1)[CH3:12]. (5) Given the reactants Cl[C:2](Cl)([O:4]C(=O)OC(Cl)(Cl)Cl)Cl.[N:13]1([C@H:19]2[CH2:22][C@H:21]([O:23][C:24]3[CH:29]=[CH:28][C:27]([C:30]4[S:31][C:32]5[CH2:33][NH:34][CH2:35][CH2:36][C:37]=5[N:38]=4)=[CH:26][CH:25]=3)[CH2:20]2)[CH2:18][CH2:17][CH2:16][CH2:15][CH2:14]1.[NH:39]1[CH2:44][CH2:43][O:42][CH2:41][CH2:40]1.C(N(CC)CC)C, predict the reaction product. The product is: [N:39]1([C:2]([N:34]2[CH2:35][CH2:36][C:37]3[N:38]=[C:30]([C:27]4[CH:26]=[CH:25][C:24]([O:23][C@H:21]5[CH2:20][C@H:19]([N:13]6[CH2:18][CH2:17][CH2:16][CH2:15][CH2:14]6)[CH2:22]5)=[CH:29][CH:28]=4)[S:31][C:32]=3[CH2:33]2)=[O:4])[CH2:44][CH2:43][O:42][CH2:41][CH2:40]1. (6) Given the reactants [CH3:1][C:2](=[CH:14][C:15]1[CH:20]=[CH:19][CH:18]=[CH:17][CH:16]=1)[CH2:3][NH:4][CH2:5][CH2:6][CH2:7][N:8]1[CH2:12][CH2:11][CH2:10][CH:9]1[CH3:13].[CH3:21][O:22][C:23]1[CH:24]=[C:25]([CH:29]=[C:30]([O:34][CH3:35])[C:31]=1[O:32][CH3:33])[C:26](O)=[O:27].C(N(CC)CC)C.Cl, predict the reaction product. The product is: [CH3:35][O:34][C:30]1[CH:29]=[C:25]([CH:24]=[C:23]([O:22][CH3:21])[C:31]=1[O:32][CH3:33])[C:26]([N:4]([CH2:3][C:2]([CH3:1])=[CH:14][C:15]1[CH:20]=[CH:19][CH:18]=[CH:17][CH:16]=1)[CH2:5][CH2:6][CH2:7][N:8]1[CH2:12][CH2:11][CH2:10][CH:9]1[CH3:13])=[O:27]. (7) The product is: [C:1]([O:5][C:6](=[O:14])[NH:7][CH:8]1[CH2:13][CH2:12][N:11]([CH2:29][CH2:28][S:27][C:23]2[CH:22]=[N:21][C:20]3[C:25](=[CH:26][C:17]([O:16][CH3:15])=[CH:18][CH:19]=3)[N:24]=2)[CH2:10][CH2:9]1)([CH3:4])([CH3:2])[CH3:3]. Given the reactants [C:1]([O:5][C:6](=[O:14])[NH:7][CH:8]1[CH2:13][CH2:12][NH:11][CH2:10][CH2:9]1)([CH3:4])([CH3:3])[CH3:2].[CH3:15][O:16][C:17]1[CH:26]=[C:25]2[C:20]([N:21]=[CH:22][C:23]([S:27][CH2:28][CH:29]=O)=[N:24]2)=[CH:19][CH:18]=1.C(O[BH-](OC(=O)C)OC(=O)C)(=O)C.[Na+], predict the reaction product.